This data is from Reaction yield outcomes from USPTO patents with 853,638 reactions. The task is: Predict the reaction yield, written as a fraction of the theoretical maximum amount of product (1.0 means a 100% yield; for example, 0.34 means a 34% yield). (1) The reactants are [Cl:1][C:2]1[C:11]2[C:6](=[CH:7][C:8]([OH:14])=[C:9]([O:12][CH3:13])[CH:10]=2)[N:5]=[CH:4][CH:3]=1.C(=O)([O-])[O-].[K+].[K+].[CH3:21][O:22][CH2:23][CH2:24]Br. The catalyst is [I-].C([N+](CCCC)(CCCC)CCCC)CCC.CN(C)C=O. The product is [Cl:1][C:2]1[C:11]2[C:6](=[CH:7][C:8]([O:14][CH2:24][CH2:23][O:22][CH3:21])=[C:9]([O:12][CH3:13])[CH:10]=2)[N:5]=[CH:4][CH:3]=1. The yield is 0.740. (2) The reactants are [S:1]1[CH:5]=[CH:4][C:3]([N:6]2[CH:11]=[CH:10][C:9]([CH:12]=[O:13])=[CH:8][C:7]2=[O:14])=[CH:2]1.[BH4-].[Na+]. The catalyst is CO. The product is [OH:13][CH2:12][C:9]1[CH:10]=[CH:11][N:6]([C:3]2[CH:4]=[CH:5][S:1][CH:2]=2)[C:7](=[O:14])[CH:8]=1. The yield is 0.670. (3) The yield is 0.680. The reactants are Cl[C:2]1[N:6]([CH3:7])[C:5]2[C:8]([CH:17]([CH2:20][CH3:21])[CH2:18][CH3:19])=[CH:9][CH:10]=[C:11]([C:12]3[O:13][CH:14]=[CH:15][CH:16]=3)[C:4]=2[N:3]=1.[Br:22][C:23]1[CH:28]=[C:27]([Cl:29])[CH:26]=[CH:25][C:24]=1[OH:30].C(=O)([O-])[O-].[K+].[K+]. The product is [Br:22][C:23]1[CH:28]=[C:27]([Cl:29])[CH:26]=[CH:25][C:24]=1[O:30][C:2]1[N:6]([CH3:7])[C:5]2[C:8]([CH:17]([CH2:20][CH3:21])[CH2:18][CH3:19])=[CH:9][CH:10]=[C:11]([C:12]3[O:13][CH:14]=[CH:15][CH:16]=3)[C:4]=2[N:3]=1. The catalyst is O. (4) The reactants are [CH3:1][O:2][C:3]1[CH:4]=[C:5]2[C:10](=[CH:11][C:12]=1[O:13][CH3:14])[N:9]=[CH:8][CH:7]=[C:6]2[O:15][C:16]1[C:22]([CH3:23])=[CH:21][C:19]([NH2:20])=[C:18]([CH3:24])[CH:17]=1.C1(C)C=CC=CC=1.C(N(CC)CC)C.ClC(Cl)(O[C:43](=[O:49])[O:44][C:45](Cl)(Cl)Cl)Cl.[CH3:51][O:52][C:53]1[CH:63]=[CH:62][CH:61]=[CH:60][C:54]=1[O:55][CH2:56][CH2:57]CO. The catalyst is C(Cl)Cl. The product is [CH3:1][O:2][C:3]1[CH:4]=[C:5]2[C:10](=[CH:11][C:12]=1[O:13][CH3:14])[N:9]=[CH:8][CH:7]=[C:6]2[O:15][C:16]1[C:22]([CH3:23])=[CH:21][C:19]([NH:20][C:43](=[O:49])[O:44][CH2:45][CH2:57][CH2:56][O:55][C:54]2[CH:60]=[CH:61][CH:62]=[CH:63][C:53]=2[O:52][CH3:51])=[C:18]([CH3:24])[CH:17]=1. The yield is 0.510. (5) The reactants are [F:1][C:2]1[CH:7]=[CH:6][C:5]([C:8]2[C:17]([N:18]3[CH2:23][CH2:22][N:21]([S:24]([CH3:27])(=[O:26])=[O:25])[CH2:20][CH2:19]3)=[N:16][C:15]3[C:10](=[CH:11][CH:12]=[C:13]([C:28]([O:30]C)=[O:29])[CH:14]=3)[N:9]=2)=[CH:4][CH:3]=1.[OH-].[Na+].O. The catalyst is CO. The yield is 0.250. The product is [F:1][C:2]1[CH:7]=[CH:6][C:5]([C:8]2[C:17]([N:18]3[CH2:19][CH2:20][N:21]([S:24]([CH3:27])(=[O:25])=[O:26])[CH2:22][CH2:23]3)=[N:16][C:15]3[C:10](=[CH:11][CH:12]=[C:13]([C:28]([OH:30])=[O:29])[CH:14]=3)[N:9]=2)=[CH:4][CH:3]=1. (6) The reactants are [Cl:1][C:2]1[CH:10]=[CH:9][C:5]([C:6]([OH:8])=O)=[C:4]([SH:11])[CH:3]=1.[C:12]([C:14]1[CH:19]=[CH:18][CH:17]=[CH:16][N:15]=1)#[N:13]. The catalyst is N1C=CC=CC=1. The product is [Cl:1][C:2]1[CH:10]=[CH:9][C:5]2[C:6](=[O:8])[N:13]=[C:12]([C:14]3[CH:19]=[CH:18][CH:17]=[CH:16][N:15]=3)[S:11][C:4]=2[CH:3]=1. The yield is 0.480. (7) The reactants are [O:1]=[C:2]1[CH2:7][CH2:6][CH:5]([N:8]2[C:13](=[O:14])[C:12]([CH2:15][C:16]3[CH:21]=[CH:20][C:19]([C:22]4[CH:27]=[CH:26][CH:25]=[CH:24][C:23]=4[C:28]4[NH:32][C:31](=[O:33])[O:30][N:29]=4)=[CH:18][CH:17]=3)=[C:11]([CH2:34][CH2:35][CH3:36])[N:10]3[N:37]=[CH:38][N:39]=[C:9]23)[CH2:4][CH2:3]1.[BH4-].[Na+]. The catalyst is CO. The product is [OH:1][CH:2]1[CH2:7][CH2:6][CH:5]([N:8]2[C:13](=[O:14])[C:12]([CH2:15][C:16]3[CH:17]=[CH:18][C:19]([C:22]4[CH:27]=[CH:26][CH:25]=[CH:24][C:23]=4[C:28]4[NH:32][C:31](=[O:33])[O:30][N:29]=4)=[CH:20][CH:21]=3)=[C:11]([CH2:34][CH2:35][CH3:36])[N:10]3[N:37]=[CH:38][N:39]=[C:9]23)[CH2:4][CH2:3]1. The yield is 0.660.